This data is from Experimentally validated miRNA-target interactions with 360,000+ pairs, plus equal number of negative samples. The task is: Binary Classification. Given a miRNA mature sequence and a target amino acid sequence, predict their likelihood of interaction. The miRNA is hsa-miR-3155b with sequence CCAGGCUCUGCAGUGGGA. The protein sequence of the target gene is MGNEASYPAEMCSHFDNDEIKRLGRRFKKLDLDKSGSLSVEEFMSLPELRHNPLVRRVIDVFDTDGDGEVDFKEFILGTSQFSVKGDEEQKLRFAFSIYDMDKDGYISNGELFQVLKMMVGNNLTDWQLQQLVDKTIIILDKDGDGKISFEEFSAVVRDLEIHKKLVLIV. Result: 0 (no interaction).